Predict the reactants needed to synthesize the given product. From a dataset of Full USPTO retrosynthesis dataset with 1.9M reactions from patents (1976-2016). Given the product [C:12]([O:16][C:17]([N:19]1[CH2:24][CH2:23][C:22]2([CH2:1][C:2](=[O:3])[C:4]3[CH:9]=[C:8]([OH:10])[CH:7]=[CH:6][C:5]=3[O:11]2)[CH2:21][CH2:20]1)=[O:18])([CH3:15])([CH3:13])[CH3:14], predict the reactants needed to synthesize it. The reactants are: [CH3:1][C:2]([C:4]1[CH:9]=[C:8]([OH:10])[CH:7]=[CH:6][C:5]=1[OH:11])=[O:3].[C:12]([O:16][C:17]([N:19]1[CH2:24][CH2:23][C:22](=O)[CH2:21][CH2:20]1)=[O:18])([CH3:15])([CH3:14])[CH3:13].N1CCCC1.